Dataset: Reaction yield outcomes from USPTO patents with 853,638 reactions. Task: Predict the reaction yield, written as a fraction of the theoretical maximum amount of product (1.0 means a 100% yield; for example, 0.34 means a 34% yield). (1) The reactants are [NH2:1][C:2]1([C:6]2[S:7][C:8]([C:11]3[CH:12]=[C:13]([NH:18][C:19]4[N:24]=[C:23]([C:25]([F:28])([F:27])[F:26])[CH:22]=[CH:21][N:20]=4)[CH:14]=[C:15]([CH3:17])[CH:16]=3)=[CH:9][N:10]=2)[CH2:5][O:4][CH2:3]1.CCN(CC)CC.[CH3:36][S:37](Cl)(=[O:39])=[O:38]. The catalyst is ClCCl.C(OCC)(=O)C. The product is [CH3:17][C:15]1[CH:16]=[C:11]([C:8]2[S:7][C:6]([C:2]3([NH:1][S:37]([CH3:36])(=[O:39])=[O:38])[CH2:3][O:4][CH2:5]3)=[N:10][CH:9]=2)[CH:12]=[C:13]([NH:18][C:19]2[N:24]=[C:23]([C:25]([F:28])([F:27])[F:26])[CH:22]=[CH:21][N:20]=2)[CH:14]=1. The yield is 0.474. (2) The reactants are [H-].[Na+].[Br:3][CH:4]1[CH:8]=[N:7][N:6]=[CH:5]1.[CH3:9][O:10][C:11](=[O:15])[CH:12](Cl)[CH3:13]. The catalyst is CN(C=O)C. The product is [CH3:9][O:10][C:11](=[O:15])[CH:12]([N:6]1[CH:5]=[C:4]([Br:3])[CH:8]=[N:7]1)[CH3:13]. The yield is 0.770. (3) The reactants are [C:1]([O:5][C@@H:6]([C:11]1[C:40]([CH3:41])=[CH:39][N:38]2[N:42]=[C:35]3[CH:36]=[C:37]2[C:12]=1[N:13]1[CH2:47][CH2:46][C:16]([CH3:48])([O:17][CH2:18][CH2:19][CH2:20][CH:21]([CH3:45])[CH2:22][O:23][C:24]2[CH:25]=[CH:26][C:27]([CH3:44])=[CH:28][C:29]=2[C:30]2[CH:43]=[C:34]3[CH:33]=[CH:32][CH:31]=2)[CH2:15][CH2:14]1)[C:7]([O:9]C)=[O:8])([CH3:4])([CH3:3])[CH3:2].[OH-].[Na+]. The catalyst is CO. The product is [C:1]([O:5][C@@H:6]([C:11]1[C:40]([CH3:41])=[CH:39][N:38]2[N:42]=[C:35]3[CH:36]=[C:37]2[C:12]=1[N:13]1[CH2:47][CH2:46][C:16]([CH3:48])([O:17][CH2:18][CH2:19][CH2:20][C@H:21]([CH3:45])[CH2:22][O:23][C:24]2[CH:25]=[CH:26][C:27]([CH3:44])=[CH:28][C:29]=2[C:30]2[CH:43]=[C:34]3[CH:33]=[CH:32][CH:31]=2)[CH2:15][CH2:14]1)[C:7]([OH:9])=[O:8])([CH3:4])([CH3:2])[CH3:3]. The yield is 0.173. (4) The reactants are Cl.[NH2:2][C:3]1[C:11]([OH:12])=[C:10]2[C:6]([CH2:7][CH2:8][CH:9]2[CH2:13][CH2:14][NH:15][C:16](=[O:18])[CH3:17])=[CH:5][CH:4]=1.[F:19][C:20]([F:31])([F:30])[C:21](O[C:21](=[O:22])[C:20]([F:31])([F:30])[F:19])=[O:22].O. The catalyst is N1C=CC=CC=1. The product is [C:16]([NH:15][CH2:14][CH2:13][CH:9]1[C:10]2[C:6](=[CH:5][CH:4]=[C:3]([NH:2][C:21](=[O:22])[C:20]([F:31])([F:30])[F:19])[C:11]=2[OH:12])[CH2:7][CH2:8]1)(=[O:18])[CH3:17]. The yield is 0.230. (5) The reactants are [CH2:1]([C:5]1[C:14]([CH:15]2OCC[O:16]2)=[CH:13][C:12]2[C:7](=[CH:8][CH:9]=[C:10]([O:20][CH3:21])[CH:11]=2)[N:6]=1)[CH2:2][CH2:3][CH3:4].Cl. The catalyst is C1COCC1. The product is [CH2:1]([C:5]1[C:14]([CH:15]=[O:16])=[CH:13][C:12]2[C:7](=[CH:8][CH:9]=[C:10]([O:20][CH3:21])[CH:11]=2)[N:6]=1)[CH2:2][CH2:3][CH3:4]. The yield is 0.810. (6) The reactants are Cl.[CH2:2]([NH:4][C:5]([N:7]1[CH2:11][C:10]([CH3:13])([CH3:12])[CH:9]=[N:8]1)=[NH:6])[CH3:3].CCN(P1(N(C)CCCN1C)=NC(C)(C)C)CC.[Br:32][C:33]1[CH:34]=[C:35]([S:46](Cl)(=[O:48])=[O:47])[CH:36]=[CH:37][C:38]=1[NH:39][C:40](=[O:45])[C:41]([F:44])([F:43])[F:42].Cl. The catalyst is C1COCC1. The product is [Br:32][C:33]1[CH:34]=[C:35]([S:46](=[O:48])(=[O:47])[N:6]=[C:5]([N:7]2[CH2:11][C:10]([CH3:12])([CH3:13])[CH:9]=[N:8]2)[NH:4][CH2:2][CH3:3])[CH:36]=[CH:37][C:38]=1[NH:39][C:40](=[O:45])[C:41]([F:43])([F:44])[F:42]. The yield is 0.780.